From a dataset of Forward reaction prediction with 1.9M reactions from USPTO patents (1976-2016). Predict the product of the given reaction. (1) Given the reactants [F:1][C:2]1[CH:7]=[CH:6][C:5]([C:8]2[CH:13]=[CH:12][N:11]=[CH:10][C:9]=2[N:14]([CH3:31])[C:15](=[O:30])[C:16]2[CH:21]=[C:20]([C:22]([F:25])([F:24])[F:23])[CH:19]=[C:18]([C:26]([F:29])([F:28])[F:27])[CH:17]=2)=[C:4]([OH:32])[CH:3]=1.C([O-])([O-])=O.[K+].[K+].Cl[CH2:40][C:41]([O:43][CH3:44])=[O:42], predict the reaction product. The product is: [CH3:44][O:43][C:41](=[O:42])[CH2:40][O:32][C:4]1[CH:3]=[C:2]([F:1])[CH:7]=[CH:6][C:5]=1[C:8]1[CH:13]=[CH:12][N:11]=[CH:10][C:9]=1[N:14]([C:15](=[O:30])[C:16]1[CH:17]=[C:18]([C:26]([F:27])([F:28])[F:29])[CH:19]=[C:20]([C:22]([F:25])([F:24])[F:23])[CH:21]=1)[CH3:31]. (2) Given the reactants [F:1][C:2]([F:6])([F:5])[CH2:3][OH:4].[H-].[Na+].Cl[C:10]1[S:14][C:13]([C:15]([O:17][CH2:18][CH3:19])=[O:16])=[CH:12][CH:11]=1.Cl, predict the reaction product. The product is: [F:1][C:2]([F:6])([F:5])[CH2:3][O:4][C:10]1[S:14][C:13]([C:15]([O:17][CH2:18][CH3:19])=[O:16])=[CH:12][CH:11]=1. (3) The product is: [NH2:3]/[C:2](=[N:10]\[OH:1])/[C:4]([O:6][CH2:7][CH3:8])=[O:5]. Given the reactants [OH2:1].[C:2]([C:4]([O:6][CH2:7][CH3:8])=[O:5])#[N:3].Cl.[NH2:10]O.C(=O)([O-])[O-].[Na+].[Na+], predict the reaction product. (4) Given the reactants Br[C:2]1[C:7]2[S:8][CH:9]=[C:10]([CH2:11][OH:12])[C:6]=2[C:5]([CH3:13])=[CH:4][CH:3]=1.C1(C)C=CC=CC=1.C(OCC)(=O)C.O, predict the reaction product. The product is: [OH:12][CH2:11][C:10]1[C:6]2[C:5]([CH3:13])=[CH:4][CH:3]=[CH:2][C:7]=2[S:8][CH:9]=1. (5) Given the reactants [NH2:1][C:2]1[CH:6]=[C:5]([C:7]2[CH:12]=[CH:11][N:10]=[CH:9][CH:8]=2)[S:4][C:3]=1[C:13]([NH2:15])=[O:14].[S:16]1(=[O:24])(=[O:23])[CH2:21][CH2:20][C:19](=O)[CH2:18][CH2:17]1.C1(C)C=CC(S(O)(=O)=O)=CC=1, predict the reaction product. The product is: [N:10]1[CH:9]=[CH:8][C:7]([C:5]2[S:4][C:3]3[C:13](=[O:14])[NH:15][C:19]4([CH2:20][CH2:21][S:16](=[O:24])(=[O:23])[CH2:17][CH2:18]4)[NH:1][C:2]=3[CH:6]=2)=[CH:12][CH:11]=1. (6) Given the reactants FC(F)(F)S(O[C:7]1[C:8]([CH3:46])([CH3:45])[C@H:9]2[C@:22]([CH3:25])([CH2:23][CH:24]=1)[C@@H:21]1[C@:12]([CH3:44])([C@@:13]3([CH3:43])[C@H:18]([CH2:19][CH2:20]1)[C@H:17]1[C@H:26]([C:29]([CH3:31])=[CH2:30])[CH2:27][CH2:28][C@:16]1([NH:32][CH2:33][CH2:34][N:35]1[CH2:40][CH2:39][S:38](=[O:42])(=[O:41])[CH2:37][CH2:36]1)[CH2:15][CH2:14]3)[CH2:11][CH2:10]2)(=O)=O.[C:49]([C:51]1([C:66]([O:68][CH2:69][CH3:70])=[O:67])[CH2:56][CH2:55][C:54](B2OC(C)(C)C(C)(C)O2)=[CH:53][CH2:52]1)#[N:50], predict the reaction product. The product is: [C:49]([C:51]1([C:66]([O:68][CH2:69][CH3:70])=[O:67])[CH2:56][CH2:55][C:54]([C:7]2[C:8]([CH3:46])([CH3:45])[C@H:9]3[C@:22]([CH3:25])([CH2:23][CH:24]=2)[C@@H:21]2[C@:12]([CH3:44])([C@@:13]4([CH3:43])[C@H:18]([CH2:19][CH2:20]2)[C@H:17]2[C@H:26]([C:29]([CH3:31])=[CH2:30])[CH2:27][CH2:28][C@:16]2([NH:32][CH2:33][CH2:34][N:35]2[CH2:36][CH2:37][S:38](=[O:41])(=[O:42])[CH2:39][CH2:40]2)[CH2:15][CH2:14]4)[CH2:11][CH2:10]3)=[CH:53][CH2:52]1)#[N:50].